Dataset: Catalyst prediction with 721,799 reactions and 888 catalyst types from USPTO. Task: Predict which catalyst facilitates the given reaction. (1) The catalyst class is: 4. Product: [F:1][CH2:2][C:3]1[N:7]2[C:8]3[CH:15]=[C:14]([C:16]4[CH:17]=[CH:18][CH:19]=[CH:20][CH:21]=4)[C:13]([C:22]4[CH:23]=[CH:24][C:25]([C:28]5([NH2:32])[CH2:31][CH2:30][CH2:29]5)=[CH:26][CH:27]=4)=[N:12][C:9]=3[O:10][CH2:11][C:6]2=[N:5][N:4]=1. Reactant: [F:1][CH2:2][C:3]1[N:7]2[C:8]3[CH:15]=[C:14]([C:16]4[CH:21]=[CH:20][CH:19]=[CH:18][CH:17]=4)[C:13]([C:22]4[CH:27]=[CH:26][C:25]([C:28]5([NH:32]C(=O)OC(C)(C)C)[CH2:31][CH2:30][CH2:29]5)=[CH:24][CH:23]=4)=[N:12][C:9]=3[O:10][CH2:11][C:6]2=[N:5][N:4]=1.C(O)(C(F)(F)F)=O. (2) Reactant: [Br:1][C:2]1[CH:3]=[C:4]([CH:8]=[C:9]([C:11]([O:13][CH3:14])=[O:12])[CH:10]=1)[C:5]([OH:7])=O.CN(C(ON1N=NC2C=CC=NC1=2)=[N+](C)C)C.F[P-](F)(F)(F)(F)F.[CH2:39]([NH:42][CH2:43][CH2:44][CH3:45])[CH2:40][CH3:41]. Product: [Br:1][C:2]1[CH:10]=[C:9]([CH:8]=[C:4]([C:5](=[O:7])[N:42]([CH2:43][CH2:44][CH3:45])[CH2:39][CH2:40][CH3:41])[CH:3]=1)[C:11]([O:13][CH3:14])=[O:12]. The catalyst class is: 39. (3) The catalyst class is: 32. Product: [Cl:40][C:25]1[CH:24]=[C:23]([NH:22][C:19]2[C:20]3[N:12]([CH2:11][CH2:10][OH:9])[CH:13]=[CH:14][C:15]=3[N:16]=[CH:17][N:18]=2)[CH:39]=[CH:38][C:26]=1[O:27][C:28]1[CH:36]=[CH:35][CH:34]=[C:33]2[C:29]=1[CH2:30][CH2:31][C:32]2=[O:37]. Reactant: C([O:9][CH2:10][CH2:11][N:12]1[C:20]2[C:19](Cl)=[N:18][CH:17]=[N:16][C:15]=2[CH:14]=[CH:13]1)(=O)C1C=CC=CC=1.[NH2:22][C:23]1[CH:39]=[CH:38][C:26]([O:27][C:28]2[CH:36]=[CH:35][CH:34]=[C:33]3[C:29]=2[CH2:30][CH2:31][C:32]3=[O:37])=[C:25]([Cl:40])[CH:24]=1.[OH-].[Na+].O. (4) Reactant: Cl[C:2]1[CH:7]=[C:6]([CH:8]2[CH2:12][CH2:11][O:10][CH2:9]2)[N:5]=[C:4]([NH2:13])[N:3]=1.[C:14]([N:21]1[CH2:26][CH2:25][NH:24][CH2:23][CH2:22]1)([O:16][C:17]([CH3:20])([CH3:19])[CH3:18])=[O:15].N1C=CC=CC=1. Product: [C:17]([O:16][C:14]([N:21]1[CH2:26][CH2:25][N:24]([C:2]2[CH:7]=[C:6]([CH:8]3[CH2:12][CH2:11][O:10][CH2:9]3)[N:5]=[C:4]([NH2:13])[N:3]=2)[CH2:23][CH2:22]1)=[O:15])([CH3:20])([CH3:18])[CH3:19]. The catalyst class is: 14.